This data is from Catalyst prediction with 721,799 reactions and 888 catalyst types from USPTO. The task is: Predict which catalyst facilitates the given reaction. (1) Reactant: [CH:1]([N:4]1[C:8]([C:9]2[CH:10]=[C:11]3[N:17]([N:18]=2)[C:16]2[CH:19]=[C:20]([C:23]([OH:25])=O)[CH:21]=[CH:22][C:15]=2[O:14][CH2:13][CH2:12]3)=[N:7][CH:6]=[N:5]1)([CH3:3])[CH3:2].[NH2:26][CH:27]1[CH2:30][N:29](C(OC(C)(C)C)=O)[CH2:28]1.C(=O)([O-])[O-]. Product: [NH:29]1[CH2:30][CH:27]([NH:26][C:23]([C:20]2[CH:21]=[CH:22][C:15]3[O:14][CH2:13][CH2:12][C:11]4[N:17]([N:18]=[C:9]([C:8]5[N:4]([CH:1]([CH3:2])[CH3:3])[N:5]=[CH:6][N:7]=5)[CH:10]=4)[C:16]=3[CH:19]=2)=[O:25])[CH2:28]1. The catalyst class is: 2. (2) Reactant: [Cl:1][C:2]1[C:3]([NH:21][CH:22]2[CH2:24][CH2:23]2)=[N:4][C:5]([NH:8][C:9]2[CH:10]=[C:11]([N:15]3[CH2:19][CH2:18][CH2:17][C:16]3=O)[CH:12]=[CH:13][CH:14]=2)=[N:6][CH:7]=1.COC1C=CC(P2(SP(C3C=CC(OC)=CC=3)(=S)S2)=[S:34])=CC=1.Cl. Product: [Cl:1][C:2]1[C:3]([NH:21][CH:22]2[CH2:24][CH2:23]2)=[N:4][C:5]([NH:8][C:9]2[CH:10]=[C:11]([N:15]3[CH2:19][CH2:18][CH2:17][C:16]3=[S:34])[CH:12]=[CH:13][CH:14]=2)=[N:6][CH:7]=1. The catalyst class is: 17. (3) Reactant: Cl.[C:2]([O:6][C:7]([N:9]1[CH2:14][CH2:13][NH:12][CH2:11][CH2:10]1)=[O:8])([CH3:5])([CH3:4])[CH3:3].C1([O:21][C:22](=O)[NH:23][C:24]2[CH:29]=[N:28][CH:27]=[CH:26][N:25]=2)C=CC=CC=1.C(=O)([O-])O.[Na+]. Product: [N:25]1[CH:26]=[CH:27][N:28]=[CH:29][C:24]=1[NH:23][C:22]([N:12]1[CH2:13][CH2:14][N:9]([C:7]([O:6][C:2]([CH3:5])([CH3:3])[CH3:4])=[O:8])[CH2:10][CH2:11]1)=[O:21]. The catalyst class is: 10. (4) Reactant: [CH2:1]([CH:8]1[CH2:13][CH2:12][N:11]([C:14](=[O:26])[C:15]([NH:17][C:18]2[CH:23]=[CH:22][C:21](O)=[CH:20][C:19]=2[CH3:25])=[O:16])[CH2:10][CH2:9]1)[C:2]1[CH:7]=[CH:6][CH:5]=[CH:4][CH:3]=1.S(Cl)([Cl:29])=O. Product: [CH2:1]([CH:8]1[CH2:13][CH2:12][N:11]([C:14](=[O:26])[C:15]([NH:17][C:18]2[CH:23]=[CH:22][C:21]([Cl:29])=[CH:20][C:19]=2[CH3:25])=[O:16])[CH2:10][CH2:9]1)[C:2]1[CH:7]=[CH:6][CH:5]=[CH:4][CH:3]=1. The catalyst class is: 27. (5) Product: [CH3:1][C:2]1[CH2:3][C:4]2[C:5]([CH:14]=1)=[C:6]1[C:11](=[CH:12][CH:13]=2)[CH:10]=[CH:9][CH:8]=[CH:7]1. Reactant: [CH3:1][CH:2]1[CH:14](O)[C:5]2=[C:6]3[C:11](=[CH:12][CH:13]=[C:4]2[CH2:3]1)[CH:10]=[CH:9][CH:8]=[CH:7]3.C1(C)C=CC(S(O)(=O)=O)=CC=1.C([O-])([O-])=O.[Na+].[Na+]. The catalyst class is: 48. (6) Reactant: C(O)(=O)C.[CH3:5][O:6][C:7]([C@@H:9]1[CH2:14][CH2:13][C@@H:12]([NH2:15])[C@H:11]([OH:16])[CH2:10]1)=[O:8].[C:17](=O)([O:23]C(C)(C)C)[O:18][C:19]([CH3:22])([CH3:21])[CH3:20].C(N(C(C)C)CC)(C)C. Product: [CH3:5][O:6][C:7]([C@@H:9]1[CH2:14][CH2:13][C@@H:12]([NH:15][C:17]([O:18][C:19]([CH3:22])([CH3:21])[CH3:20])=[O:23])[C@H:11]([OH:16])[CH2:10]1)=[O:8]. The catalyst class is: 7. (7) Reactant: C(OC1C=C(OC)[C:7]([CH2:8][N:9](CCCOC)[C:10]([C:12]2[CH:17]=[CH:16][C:15]([C:18]3[CH:23]=[CH:22][CH:21]=[C:20]([NH:24][S:25]([C:28]4[CH:33]=[C:32]([CH3:34])[C:31]([Cl:35])=[CH:30][C:29]=4[CH3:36])(=[O:27])=[O:26])[CH:19]=3)=[CH:14][CH:13]=2)=[O:11])=[C:6]([O:46][CH3:47])C=1)C.C(O)(C(F)(F)F)=O. Product: [CH3:47][O:46][CH2:6][CH2:7][CH2:8][NH:9][C:10]([C:12]1[CH:17]=[CH:16][C:15]([C:18]2[CH:23]=[CH:22][CH:21]=[C:20]([NH:24][S:25]([C:28]3[CH:33]=[C:32]([CH3:34])[C:31]([Cl:35])=[CH:30][C:29]=3[CH3:36])(=[O:27])=[O:26])[CH:19]=2)=[CH:14][CH:13]=1)=[O:11]. The catalyst class is: 2.